From a dataset of Forward reaction prediction with 1.9M reactions from USPTO patents (1976-2016). Predict the product of the given reaction. (1) Given the reactants [CH3:1][C:2]1[N:3]=[C:4]2[CH:9]=[CH:8][C:7]([CH:10]=[O:11])=[CH:6][N:5]2[C:12]=1[C:13]1[S:14][C:15]([C:24]2[N:28]=[CH:27][N:26](C3CCCCO3)[N:25]=2)=[C:16]([C:18]2[CH:23]=[CH:22][CH:21]=[CH:20][CH:19]=2)[N:17]=1.FC(F)(F)C(O)=O.C(Cl)Cl.C(=O)([O-])[O-].[K+].[K+].CO, predict the reaction product. The product is: [CH3:1][C:2]1[N:3]=[C:4]2[CH:9]=[CH:8][C:7]([CH:10]=[O:11])=[CH:6][N:5]2[C:12]=1[C:13]1[S:14][C:15]([C:24]2[NH:28][CH:27]=[N:26][N:25]=2)=[C:16]([C:18]2[CH:23]=[CH:22][CH:21]=[CH:20][CH:19]=2)[N:17]=1. (2) Given the reactants [CH:1]([C:3]1[O:7][C:6]([C:8]2[CH:15]=[CH:14][C:11]([C:12]#[N:13])=[CH:10][CH:9]=2)=[CH:5][CH:4]=1)=O.[C:16]1([CH2:22][CH2:23][N:24]2[C:28](=[O:29])[CH2:27][S:26][C:25]2=[S:30])[CH:21]=[CH:20][CH:19]=[CH:18][CH:17]=1, predict the reaction product. The product is: [O:29]=[C:28]1[C:27](=[CH:1][C:3]2[O:7][C:6]([C:8]3[CH:9]=[CH:10][C:11]([C:12]#[N:13])=[CH:14][CH:15]=3)=[CH:5][CH:4]=2)[S:26][C:25](=[S:30])[N:24]1[CH2:23][CH2:22][C:16]1[CH:21]=[CH:20][CH:19]=[CH:18][CH:17]=1. (3) Given the reactants [I-:1].[C:2]([CH2:5][C:6]1[CH:7]=[C:8]([S+:14]2[C:18]3[CH:19]=[CH:20][CH:21]=[CH:22][C:17]=3[C:16]3[CH:23]=[CH:24][CH:25]=[CH:26][C:15]2=3)[CH:9]=[CH:10][C:11]=1[O:12][CH3:13])([OH:4])=[O:3].Br[CH:28]1[CH2:32][CH2:31][O:30][C:29]1=[O:33].C(=O)([O-])[O-].[Cs+].[Cs+], predict the reaction product. The product is: [I-:1].[CH3:13][O:12][C:11]1[CH:10]=[CH:9][C:8]([S+:14]2[C:15]3[CH:26]=[CH:25][CH:24]=[CH:23][C:16]=3[C:17]3[CH:22]=[CH:21][CH:20]=[CH:19][C:18]2=3)=[CH:7][C:6]=1[CH2:5][C:2](=[O:4])[O:3][CH:28]1[CH2:32][CH2:31][O:30][C:29]1=[O:33]. (4) Given the reactants [CH:1]1([CH2:7][CH2:8][CH2:9][C@@H:10]([C:15]2[O:19][N:18]=[C:17]([C:20]([N:22]([CH2:24][CH2:25][CH2:26][N:27]([CH3:29])[CH3:28])[CH3:23])=[O:21])[N:16]=2)[CH2:11][C:12](O)=[O:13])[CH2:6][CH2:5][CH2:4][CH2:3][CH2:2]1.CN1CCOCC1.ClC(OCC(C)C)=O.C[Si](C)(C)[O:47][NH2:48], predict the reaction product. The product is: [CH:1]1([CH2:7][CH2:8][CH2:9][C@@H:10]([C:15]2[O:19][N:18]=[C:17]([C:20]([N:22]([CH2:24][CH2:25][CH2:26][N:27]([CH3:29])[CH3:28])[CH3:23])=[O:21])[N:16]=2)[CH2:11][C:12]([NH:48][OH:47])=[O:13])[CH2:6][CH2:5][CH2:4][CH2:3][CH2:2]1.